From a dataset of Full USPTO retrosynthesis dataset with 1.9M reactions from patents (1976-2016). Predict the reactants needed to synthesize the given product. (1) Given the product [C:1]([C:3]1[CH:4]=[C:5]([C:6]([O:8][CH3:9])=[O:7])[CH:10]=[CH:11][C:12]=1[C:21]1[CH:26]=[CH:25][CH:24]=[CH:23][CH:22]=1)#[N:2], predict the reactants needed to synthesize it. The reactants are: [C:1]([C:3]1[CH:4]=[C:5]([CH:10]=[CH:11][C:12]=1OS(C(F)(F)F)(=O)=O)[C:6]([O:8][CH3:9])=[O:7])#[N:2].[C:21]1(B(O)O)[CH:26]=[CH:25][CH:24]=[CH:23][CH:22]=1.C(=O)([O-])[O-].[K+].[K+]. (2) Given the product [O:3]1[C:8]2=[CH:9][CH:10]=[CH:11][C:7]2=[CH:6][C:5]([CH:12]2[CH2:17][CH2:16][CH2:15][CH2:14][N:13]2[CH2:18][CH2:19][C@H:20]2[CH2:21][CH2:22][C@H:23]([NH:26][C:27](=[O:30])[CH2:28][CH3:29])[CH2:24][CH2:25]2)=[CH:4]1, predict the reactants needed to synthesize it. The reactants are: Cl.Cl.[O:3]1[C:8]2=[CH:9][CH:10]=[CH:11][C:7]2=[CH:6][C:5]([CH:12]2[CH2:17][CH2:16][CH2:15][CH2:14][N:13]2[CH2:18][CH2:19][C@H:20]2[CH2:25][CH2:24][C@H:23]([NH2:26])[CH2:22][CH2:21]2)=[CH:4]1.[C:27](O)(=[O:30])[CH2:28][CH3:29]. (3) Given the product [CH3:1][O:2][C:3](=[O:44])[C@@H:4]([NH:25][C:26](=[O:43])[C:27]1[CH:28]=[CH:29][C:30]([C:33]#[C:34][C:35]2[CH:40]=[CH:39][C:38]([CH2:41][N:59]3[CH2:62][CH2:61][CH2:60]3)=[CH:37][CH:36]=2)=[CH:31][CH:32]=1)[C@H:5]([NH:7][C:8]([O:10][CH2:11][CH:12]1[C:24]2[CH:23]=[CH:22][CH:21]=[CH:20][C:19]=2[C:18]2[C:13]1=[CH:14][CH:15]=[CH:16][CH:17]=2)=[O:9])[CH3:6], predict the reactants needed to synthesize it. The reactants are: [CH3:1][O:2][C:3](=[O:44])[C@@H:4]([NH:25][C:26](=[O:43])[C:27]1[CH:32]=[CH:31][C:30]([C:33]#[C:34][C:35]2[CH:40]=[CH:39][C:38]([CH2:41]O)=[CH:37][CH:36]=2)=[CH:29][CH:28]=1)[C@H:5]([NH:7][C:8]([O:10][CH2:11][CH:12]1[C:24]2[CH:23]=[CH:22][CH:21]=[CH:20][C:19]=2[C:18]2[C:13]1=[CH:14][CH:15]=[CH:16][CH:17]=2)=[O:9])[CH3:6].CCN(C(C)C)C(C)C.CS(Cl)(=O)=O.[NH:59]1[CH2:62][CH2:61][CH2:60]1. (4) The reactants are: [C:1]([N:9]1[C:15]2[CH:16]=[CH:17][CH:18]=[CH:19][C:14]=2[CH2:13][N:12]([S:20]([C:23]2[CH:28]=[CH:27][C:26]([O:29][CH2:30][CH:31]=[C:32]=[CH:33]C)=[CH:25][CH:24]=2)(=[O:22])=[O:21])[CH:11]([C:35]([O:37]C)=[O:36])[CH2:10]1)(=[O:8])[C:2]1[CH:7]=[CH:6][CH:5]=[CH:4][CH:3]=1.[OH-].[Li+]. Given the product [C:1]([N:9]1[C:15]2[CH:16]=[CH:17][CH:18]=[CH:19][C:14]=2[CH2:13][N:12]([S:20]([C:23]2[CH:24]=[CH:25][C:26]([O:29][CH2:30][CH:31]=[C:32]=[CH2:33])=[CH:27][CH:28]=2)(=[O:22])=[O:21])[CH:11]([C:35]([OH:37])=[O:36])[CH2:10]1)(=[O:8])[C:2]1[CH:3]=[CH:4][CH:5]=[CH:6][CH:7]=1, predict the reactants needed to synthesize it. (5) Given the product [O:1]1[CH2:6][CH2:5][O:4][CH2:3][CH:2]1[CH:7]([NH2:9])[CH3:8], predict the reactants needed to synthesize it. The reactants are: [O:1]1[CH2:6][CH2:5][O:4][CH2:3][CH:2]1[CH:7]([NH:9]CC1C=CC(OC)=CC=1)[CH3:8]. (6) The reactants are: [F:1][C:2]1[C:3]([O:19]C)=[CH:4][CH:5]=[C:6]2[C:11]=1[O:10][CH2:9][C:8]1[C:12]([F:18])=[C:13]([O:16]C)[CH:14]=[CH:15][C:7]2=1.B(Br)(Br)Br. Given the product [F:1][C:2]1[C:3]([OH:19])=[CH:4][CH:5]=[C:6]2[C:11]=1[O:10][CH2:9][C:8]1[C:12]([F:18])=[C:13]([OH:16])[CH:14]=[CH:15][C:7]2=1, predict the reactants needed to synthesize it. (7) Given the product [O:43]1[CH2:27][CH2:22][CH:38]([CH2:39][NH:40][C:11]([C:8]2[CH:7]=[C:6]([CH2:5][C:4]3[CH:14]=[CH:15][C:16]([F:17])=[C:2]([F:1])[CH:3]=3)[O:10][N:9]=2)=[O:13])[CH2:37]1, predict the reactants needed to synthesize it. The reactants are: [F:1][C:2]1[CH:3]=[C:4]([CH:14]=[CH:15][C:16]=1[F:17])[CH2:5][C:6]1[O:10][N:9]=[C:8]([C:11]([OH:13])=O)[CH:7]=1.ON1C2C=CC=[CH:27][C:22]=2N=N1.ClCCl.Cl.C(N=C=N[CH2:37][CH2:38][CH2:39][N:40](C)C)C.[OH2:43].